This data is from NCI-60 drug combinations with 297,098 pairs across 59 cell lines. The task is: Regression. Given two drug SMILES strings and cell line genomic features, predict the synergy score measuring deviation from expected non-interaction effect. (1) Drug 1: C1=CC(=CC=C1C#N)C(C2=CC=C(C=C2)C#N)N3C=NC=N3. Drug 2: CN1C2=C(C=C(C=C2)N(CCCl)CCCl)N=C1CCCC(=O)O.Cl. Cell line: OVCAR-5. Synergy scores: CSS=1.69, Synergy_ZIP=-1.25, Synergy_Bliss=-3.65, Synergy_Loewe=0.885, Synergy_HSA=-4.63. (2) Drug 1: C1=CC=C(C=C1)NC(=O)CCCCCCC(=O)NO. Drug 2: CC1=C(N=C(N=C1N)C(CC(=O)N)NCC(C(=O)N)N)C(=O)NC(C(C2=CN=CN2)OC3C(C(C(C(O3)CO)O)O)OC4C(C(C(C(O4)CO)O)OC(=O)N)O)C(=O)NC(C)C(C(C)C(=O)NC(C(C)O)C(=O)NCCC5=NC(=CS5)C6=NC(=CS6)C(=O)NCCC[S+](C)C)O. Cell line: MOLT-4. Synergy scores: CSS=38.0, Synergy_ZIP=0.250, Synergy_Bliss=1.70, Synergy_Loewe=-3.86, Synergy_HSA=4.09. (3) Drug 1: CN(C)N=NC1=C(NC=N1)C(=O)N. Drug 2: CNC(=O)C1=NC=CC(=C1)OC2=CC=C(C=C2)NC(=O)NC3=CC(=C(C=C3)Cl)C(F)(F)F. Cell line: OVCAR-5. Synergy scores: CSS=27.5, Synergy_ZIP=-7.70, Synergy_Bliss=-3.28, Synergy_Loewe=-11.6, Synergy_HSA=-5.89. (4) Drug 1: CC1=C2C(C(=O)C3(C(CC4C(C3C(C(C2(C)C)(CC1OC(=O)C(C(C5=CC=CC=C5)NC(=O)C6=CC=CC=C6)O)O)OC(=O)C7=CC=CC=C7)(CO4)OC(=O)C)O)C)OC(=O)C. Drug 2: CC1C(C(CC(O1)OC2CC(CC3=C2C(=C4C(=C3O)C(=O)C5=C(C4=O)C(=CC=C5)OC)O)(C(=O)CO)O)N)O.Cl. Cell line: SR. Synergy scores: CSS=56.3, Synergy_ZIP=-3.18, Synergy_Bliss=-2.42, Synergy_Loewe=-1.02, Synergy_HSA=1.23. (5) Drug 1: C1=CC(=CC=C1CCC2=CNC3=C2C(=O)NC(=N3)N)C(=O)NC(CCC(=O)O)C(=O)O. Drug 2: CCN(CC)CCNC(=O)C1=C(NC(=C1C)C=C2C3=C(C=CC(=C3)F)NC2=O)C. Cell line: HCT116. Synergy scores: CSS=26.6, Synergy_ZIP=3.42, Synergy_Bliss=-2.76, Synergy_Loewe=-13.3, Synergy_HSA=-2.58. (6) Drug 1: CC1=C2C(C(=O)C3(C(CC4C(C3C(C(C2(C)C)(CC1OC(=O)C(C(C5=CC=CC=C5)NC(=O)OC(C)(C)C)O)O)OC(=O)C6=CC=CC=C6)(CO4)OC(=O)C)OC)C)OC. Drug 2: CC(C)CN1C=NC2=C1C3=CC=CC=C3N=C2N. Cell line: MDA-MB-435. Synergy scores: CSS=25.7, Synergy_ZIP=-1.78, Synergy_Bliss=-9.81, Synergy_Loewe=-37.3, Synergy_HSA=-10.3. (7) Drug 1: CS(=O)(=O)CCNCC1=CC=C(O1)C2=CC3=C(C=C2)N=CN=C3NC4=CC(=C(C=C4)OCC5=CC(=CC=C5)F)Cl. Drug 2: C1CC(CCC1OC2=C(C(=CC=C2)Cl)F)(CC3=NC(=CC=C3)NC4=NC=CS4)C(=O)O. Cell line: HT29. Synergy scores: CSS=53.3, Synergy_ZIP=4.29, Synergy_Bliss=8.63, Synergy_Loewe=4.24, Synergy_HSA=9.40.